From a dataset of Full USPTO retrosynthesis dataset with 1.9M reactions from patents (1976-2016). Predict the reactants needed to synthesize the given product. Given the product [C:1]([O:5][C:6]([C@H:8]1[CH2:10][C@@H:9]1[C@@:11]([CH3:27])([NH:20][S@@:21]([C:23]([CH3:26])([CH3:25])[CH3:24])=[O:22])[C:12]([F:13])([F:14])[CH2:15][OH:16])=[O:7])([CH3:4])([CH3:2])[CH3:3], predict the reactants needed to synthesize it. The reactants are: [C:1]([O:5][C:6]([C@H:8]1[CH2:10][C@@H:9]1[C@@:11]([CH3:27])([NH:20][S@@:21]([C:23]([CH3:26])([CH3:25])[CH3:24])=[O:22])[C:12]([C:15](OCC)=[O:16])([F:14])[F:13])=[O:7])([CH3:4])([CH3:3])[CH3:2].[BH4-].[Li+].